The task is: Regression. Given a peptide amino acid sequence and an MHC pseudo amino acid sequence, predict their binding affinity value. This is MHC class II binding data.. This data is from Peptide-MHC class II binding affinity with 134,281 pairs from IEDB. (1) The peptide sequence is AWVDSGAQLGELYYA. The MHC is HLA-DQA10501-DQB10301 with pseudo-sequence HLA-DQA10501-DQB10301. The binding affinity (normalized) is 0.509. (2) The peptide sequence is RVPLTSNNGIKQQGI. The MHC is DRB3_0202 with pseudo-sequence DRB3_0202. The binding affinity (normalized) is 0.710.